Dataset: Forward reaction prediction with 1.9M reactions from USPTO patents (1976-2016). Task: Predict the product of the given reaction. (1) Given the reactants [C:1]1([OH:7])[CH:6]=[CH:5][CH:4]=[CH:3][CH:2]=1.C(N(CC)CC)C.[C:15](Cl)(=[O:18])[CH:16]=[CH2:17], predict the reaction product. The product is: [C:15]([O:7][C:1]1[CH:6]=[CH:5][CH:4]=[CH:3][CH:2]=1)(=[O:18])[CH:16]=[CH2:17]. (2) Given the reactants [OH-].[Na+].[CH:3]1([C:6]2[CH:11]=[C:10]([CH2:12][N:13]3[CH2:16][C:15]4([CH2:20][C:19]([N:21]5[CH2:26][CH2:25][C:24]([CH3:32])([C:27]([O:29]CC)=[O:28])[CH2:23][CH2:22]5)=[N:18][O:17]4)[CH2:14]3)[CH:9]=[C:8]([O:33][CH2:34][CH:35]3[CH2:37][CH2:36]3)[C:7]=2[C:38]2[CH:43]=[CH:42][C:41]([F:44])=[CH:40][C:39]=2[F:45])[CH2:5][CH2:4]1, predict the reaction product. The product is: [CH:3]1([C:6]2[CH:11]=[C:10]([CH2:12][N:13]3[CH2:16][C:15]4([CH2:20][C:19]([N:21]5[CH2:26][CH2:25][C:24]([CH3:32])([C:27]([OH:29])=[O:28])[CH2:23][CH2:22]5)=[N:18][O:17]4)[CH2:14]3)[CH:9]=[C:8]([O:33][CH2:34][CH:35]3[CH2:36][CH2:37]3)[C:7]=2[C:38]2[CH:43]=[CH:42][C:41]([F:44])=[CH:40][C:39]=2[F:45])[CH2:4][CH2:5]1. (3) Given the reactants O[CH2:2][C:3]1[CH:8]=[CH:7][C:6]([CH2:9][CH2:10][N:11]2[CH:16]=[CH:15][C:14]([O:17][CH2:18][C:19]3[S:20][CH:21]=[CH:22][CH:23]=3)=[CH:13][C:12]2=[O:24])=[CH:5][CH:4]=1.[NH:25]1[CH2:29][CH2:28][CH2:27][CH2:26]1, predict the reaction product. The product is: [N:25]1([CH2:2][C:3]2[CH:8]=[CH:7][C:6]([CH2:9][CH2:10][N:11]3[CH:16]=[CH:15][C:14]([O:17][CH2:18][C:19]4[S:20][CH:21]=[CH:22][CH:23]=4)=[CH:13][C:12]3=[O:24])=[CH:5][CH:4]=2)[CH2:29][CH2:28][CH2:27][CH2:26]1. (4) Given the reactants C(OC(=O)[N:7]([CH2:20][CH2:21][NH:22][S:23]([C:26]1[C:27]2[CH:28]=[CH:29][N:30]=[CH:31][C:32]=2[CH:33]=[C:34]([C:36]2[CH:41]=[CH:40][C:39]([OH:42])=[CH:38][CH:37]=2)[CH:35]=1)(=[O:25])=[O:24])[CH2:8][CH2:9][CH2:10][C:11]1[CH:16]=[CH:15][C:14]([N+:17]([O-:19])=[O:18])=[CH:13][CH:12]=1)(C)(C)C.[ClH:44], predict the reaction product. The product is: [ClH:44].[ClH:44].[N+:17]([C:14]1[CH:15]=[CH:16][C:11]([CH2:10][CH2:9][CH2:8][NH:7][CH2:20][CH2:21][NH:22][S:23]([C:26]2[C:27]3[CH:28]=[CH:29][N:30]=[CH:31][C:32]=3[CH:33]=[C:34]([C:36]3[CH:37]=[CH:38][C:39]([OH:42])=[CH:40][CH:41]=3)[CH:35]=2)(=[O:25])=[O:24])=[CH:12][CH:13]=1)([O-:19])=[O:18]. (5) Given the reactants [OH:1][C:2]1[CH:11]=[CH:10][C:5]([C:6]([O:8][CH3:9])=[O:7])=[CH:4][CH:3]=1.Br[CH2:13][CH2:14][F:15].C(=O)([O-])[O-].[K+].[K+].O, predict the reaction product. The product is: [F:15][CH2:14][CH2:13][O:1][C:2]1[CH:3]=[CH:4][C:5]([C:6]([O:8][CH3:9])=[O:7])=[CH:10][CH:11]=1. (6) Given the reactants [OH:1][CH2:2][C:3]1[CH:8]=[CH:7][C:6]([OH:9])=[CH:5][CH:4]=1.[C:10](OC(=O)C)(=[O:12])[CH3:11].B(F)(F)F.CCOCC.C(=O)(O)[O-].[Na+], predict the reaction product. The product is: [OH:9][C:6]1[CH:7]=[CH:8][C:3]([CH2:2][O:1][C:10](=[O:12])[CH3:11])=[CH:4][CH:5]=1. (7) Given the reactants [F:1][C:2]([F:34])([F:33])[CH2:3][NH:4][C:5]([NH:7][C:8]1[CH:9]=[C:10]([C:14]2[N:18]3[N:19]=[CH:20][C:21]([C:23]4[CH:24]=[N:25][N:26]([CH:28]([CH3:32])[C:29](O)=[O:30])[CH:27]=4)=[CH:22][C:17]3=[N:16][CH:15]=2)[CH:11]=[CH:12][CH:13]=1)=[O:6].[CH3:35][NH:36][CH3:37], predict the reaction product. The product is: [CH3:35][N:36]([CH3:37])[C:29](=[O:30])[CH:28]([N:26]1[CH:27]=[C:23]([C:21]2[CH:20]=[N:19][N:18]3[C:14]([C:10]4[CH:11]=[CH:12][CH:13]=[C:8]([NH:7][C:5]([NH:4][CH2:3][C:2]([F:1])([F:34])[F:33])=[O:6])[CH:9]=4)=[CH:15][N:16]=[C:17]3[CH:22]=2)[CH:24]=[N:25]1)[CH3:32]. (8) Given the reactants [C@@H:1]12[N:8]([C:9]3[O:10][C:11]4[CH:17]=[CH:16][C:15]([Cl:18])=[CH:14][C:12]=4[N:13]=3)[CH2:7][C@@H:6]1[CH2:5][CH2:4][NH:3][CH2:2]2.CC1C=C(C)N=C(N2[C@@H]3[C@@H](CCNC3)C2)N=1.[F:35][C:36]1[CH:37]=[CH:38][C:39]([N:45]2[N:49]=[CH:48][CH:47]=[N:46]2)=[C:40]([CH:44]=1)[C:41](O)=[O:42].S1C=CC=C1C1C=CC=CC=1C(O)=O, predict the reaction product. The product is: [Cl:18][C:15]1[CH:16]=[CH:17][C:11]2[O:10][C:9]([N:8]3[C@@H:1]4[C@@H:6]([CH2:5][CH2:4][N:3]([C:41]([C:40]5[CH:44]=[C:36]([F:35])[CH:37]=[CH:38][C:39]=5[N:45]5[N:49]=[CH:48][CH:47]=[N:46]5)=[O:42])[CH2:2]4)[CH2:7]3)=[N:13][C:12]=2[CH:14]=1. (9) Given the reactants [F:1][C:2]([F:32])([F:31])[C:3]1[CH:4]=[C:5]([C:15]2[N:16]=[C:17]([CH2:20][N:21]3[CH:25]=[C:24]([C:26]([O:28][CH2:29][CH3:30])=[O:27])[CH:23]=[N:22]3)[S:18][CH:19]=2)[CH:6]=[C:7]([C:9]#[C:10][Si](C)(C)C)[CH:8]=1.[F-].C([N+](CCCC)(CCCC)CCCC)CCC.O, predict the reaction product. The product is: [C:9]([C:7]1[CH:6]=[C:5]([C:15]2[N:16]=[C:17]([CH2:20][N:21]3[CH:25]=[C:24]([C:26]([O:28][CH2:29][CH3:30])=[O:27])[CH:23]=[N:22]3)[S:18][CH:19]=2)[CH:4]=[C:3]([C:2]([F:31])([F:32])[F:1])[CH:8]=1)#[CH:10].